Predict the product of the given reaction. From a dataset of Forward reaction prediction with 1.9M reactions from USPTO patents (1976-2016). (1) Given the reactants [CH2:1]([O:8][C:9]([N:11]1[CH2:16][CH2:15][C:14](=[O:17])[CH2:13][CH2:12]1)=[O:10])[C:2]1[CH:7]=[CH:6][CH:5]=[CH:4][CH:3]=1.C[Si](Cl)(C)C.[N:23](OCCC(C)C)=[O:24], predict the reaction product. The product is: [CH2:1]([O:8][C:9]([N:11]1[CH2:16][CH2:15][C:14](=[O:17])[C:13](=[N:23][OH:24])[CH2:12]1)=[O:10])[C:2]1[CH:7]=[CH:6][CH:5]=[CH:4][CH:3]=1. (2) Given the reactants NC1(C2C=CC(C3C(C4C=CC=CC=4)=CC4C(=O)CCCC=4N=3)=CC=2)CCC1.C(OC(=O)[NH:35][C:36]1([C:40]2[CH:45]=[CH:44][C:43]([C:46]3[C:55]([C:56]4[CH:61]=[CH:60][CH:59]=[CH:58][CH:57]=4)=[CH:54][C:53]4[C:52]5=[N:62][N:63]=[C:64]([C:65]6[N:66]=[CH:67][N:68]([CH3:70])[CH:69]=6)[N:51]5[CH2:50][CH2:49][C:48]=4[N:47]=3)=[CH:42][CH:41]=2)[CH2:39][CH2:38][CH2:37]1)(C)(C)C, predict the reaction product. The product is: [CH3:70][N:68]1[CH:69]=[C:65]([C:64]2[N:51]3[C:52]([C:53]4[CH:54]=[C:55]([C:56]5[CH:61]=[CH:60][CH:59]=[CH:58][CH:57]=5)[C:46]([C:43]5[CH:42]=[CH:41][C:40]([C:36]6([NH2:35])[CH2:37][CH2:38][CH2:39]6)=[CH:45][CH:44]=5)=[N:47][C:48]=4[CH2:49][CH2:50]3)=[N:62][N:63]=2)[N:66]=[CH:67]1. (3) Given the reactants Cl.[CH3:2][C:3]1([CH3:26])[CH2:12][CH2:11][C:10]([CH3:14])([CH3:13])[C:9]2[CH:8]=[C:7]([C:15]3[N:19]=[C:18]([CH:20]4[CH2:25][CH2:24][NH:23][CH2:22][CH2:21]4)[O:17][N:16]=3)[CH:6]=[CH:5][C:4]1=2.[OH:27][CH2:28][CH2:29][CH2:30][CH2:31][CH:32]=O, predict the reaction product. The product is: [CH3:2][C:3]1([CH3:26])[CH2:12][CH2:11][C:10]([CH3:13])([CH3:14])[C:9]2[CH:8]=[C:7]([C:15]3[N:19]=[C:18]([CH:20]4[CH2:25][CH2:24][N:23]([CH2:32][CH2:31][CH2:30][CH2:29][CH2:28][OH:27])[CH2:22][CH2:21]4)[O:17][N:16]=3)[CH:6]=[CH:5][C:4]1=2. (4) The product is: [CH3:18]/[C:7](/[CH:8]=[CH:9]/[CH:10]=[C:11](/[CH:12]=[CH:13]/[C:14]([OH:16])=[O:15])\[CH3:17])=[CH:6]\[CH:5]=[CH:4]\[CH:3]=[C:2](\[CH:19]=[CH:20]\[CH:21]=[C:22](/[CH:23]=[CH:24]/[C:25]([O:27][CH3:29])=[O:26])\[CH3:28])/[CH3:1]. Given the reactants [CH3:1]/[C:2](/[CH:19]=[CH:20]/[CH:21]=[C:22](\[CH3:28])/[CH:23]=[CH:24]/[C:25]([OH:27])=[O:26])=[CH:3]\[CH:4]=[CH:5]\[CH:6]=[C:7](/[CH3:18])\[CH:8]=[CH:9]\[CH:10]=[C:11](/[CH3:17])\[CH:12]=[CH:13]\[C:14]([OH:16])=[O:15].[CH:29]1C=CC2C3(C4C=C(I)C(O)=C(I)C=4OC4C(I)=C(O)C(I)=CC3=4)OC(=O)C=2C=1.C1C=C(C2C3C(=C(I)C([O-])=C(I)C=3)OC3C=2C=C(I)C(C=3I)=O)C(C([O-])=O)=CC=1.[Na+].[Na+].CC1C(C(O)=O)=C(O)C=C2C(C3C(O)=C(O)C([C@@H]4O[C@H](CO)[C@@H](O)[C@H](O)[C@H]4O)=C(O)C=3C(=O)C=12)=O.CC1C(C(O)=O)=C(O)C=C2C(C3C(O)=C(O)C([C@H]4O[C@H](CO)[C@@H](O)[C@H](O)[C@H]4O)=C(O)C=3C(=O)C=12)=O.CC1C=CC(N/N=C2/C3C(C=C(C([O-])=O)C/2=O)=CC=CC=3)=C(S([O-])(=O)=O)C=1.[Ca+2].C1C(Br)=C([O-])C(Br)=C2OC3C(C4(OC(=O)C5C(Cl)=C(Cl)C(Cl)=C(Cl)C4=5)C=12)=CC(Br)=C([O-])C=3Br.[Na+].[Na+].CCN(C1C=CC2C(C3C=CC=CC=3C(C)=O)=C3C(=CC(C=C3)=[N+](CC)CC)OC=2C=1)CC.CCN(C1C=CC2C(C3C(C(O)=O)=CC=CC=3)=C3C(OC=2C=1)=CC(=[N+](CC)CC)C=C3)CC.[Cl-].C1[C@@H](C(O)=O)NC(C(O)=O)=C/C/1=C/C=[N+]1C2C(=CC(O[C@@H]3O[C@H](CO)[C@@H](O)[C@H](O)[C@H]3O)=C(O)C=2)C[C@H]1C([O-])=O.C1C(/C=C/N2C3C(=CC(O[C@@H]4O[C@H](CO)[C@@H](O)[C@H](O)[C@H]4O)=C(O)C=3)C[C@H]2C([O-])=O)=CC(C(O)=O)=N[C@@H]1C([O-])=O.C1C(N=NC2C(=O)N(C3C=CC(S([O-])(=O)=O)=CC=3)N=C2C([O-])=O)=CC=C(S([O-])(=O)=O)C=1.[Na+].[Na+].[Na+].C1C=C(C2C3C=CC([O-])=CC=3OC3C=2C=CC(C=3)=O)C(C([O-])=O)=CC=1.[Na+].[Na+].C1C=CC(C(O)=O)=C(C2C3C=CC(O)=CC=3OC3C=2C=CC(C=3)=O)C=1.C1C=C2C(OC3(C4C=CC(O)=CC=4OC4C=C(O)C=CC3=4)C2=CC=1)=O, predict the reaction product. (5) The product is: [C:1]([C:5]1[N:10]=[CH:9][C:8]([C:11]2[N:12]([C:32]([N:34]3[CH2:39][C@@H:38]4[C@@H:36]([CH:37]4[C:40]([N:50]4[CH2:51][CH2:52][C@H:48]([O:47][CH3:46])[CH2:49]4)=[O:41])[CH2:35]3)=[O:33])[C@@:13]([C:25]3[CH:26]=[CH:27][C:28]([Cl:31])=[CH:29][CH:30]=3)([CH3:24])[C@@:14]([C:17]3[CH:18]=[CH:19][C:20]([Cl:23])=[CH:21][CH:22]=3)([CH3:16])[N:15]=2)=[C:7]([O:43][CH2:44][CH3:45])[CH:6]=1)([CH3:4])([CH3:2])[CH3:3]. Given the reactants [C:1]([C:5]1[N:10]=[CH:9][C:8]([C:11]2[N:12]([C:32]([N:34]3[CH2:39][C@@H:38]4[C@@H:36]([CH:37]4[C:40](O)=[O:41])[CH2:35]3)=[O:33])[C@@:13]([C:25]3[CH:30]=[CH:29][C:28]([Cl:31])=[CH:27][CH:26]=3)([CH3:24])[C@@:14]([C:17]3[CH:22]=[CH:21][C:20]([Cl:23])=[CH:19][CH:18]=3)([CH3:16])[N:15]=2)=[C:7]([O:43][CH2:44][CH3:45])[CH:6]=1)([CH3:4])([CH3:3])[CH3:2].[CH3:46][O:47][C@H:48]1[CH2:52][CH2:51][NH:50][CH2:49]1, predict the reaction product.